From a dataset of Peptide-MHC class I binding affinity with 185,985 pairs from IEDB/IMGT. Regression. Given a peptide amino acid sequence and an MHC pseudo amino acid sequence, predict their binding affinity value. This is MHC class I binding data. The peptide sequence is FERDISNVPF. The MHC is HLA-B40:01 with pseudo-sequence HLA-B40:01. The binding affinity (normalized) is 0.722.